From a dataset of Forward reaction prediction with 1.9M reactions from USPTO patents (1976-2016). Predict the product of the given reaction. Given the reactants [NH2:1][C:2]1[CH:18]=[CH:17][CH:16]=[CH:15][C:3]=1[O:4][C:5]1[CH:6]=[C:7]([C:13]#[N:14])[C:8](=[CH:11][CH:12]=1)[C:9]#[N:10].[N+:19]([C:22]1[CH:23]=[C:24]([CH:28]=[CH:29][CH:30]=1)[C:25](Cl)=[O:26])([O-:21])=[O:20].C(N(CC)CC)C, predict the reaction product. The product is: [C:13]([C:7]1[CH:6]=[C:5]([CH:12]=[CH:11][C:8]=1[C:9]#[N:10])[O:4][C:3]1[CH:15]=[CH:16][CH:17]=[CH:18][C:2]=1[NH:1][C:25](=[O:26])[C:24]1[CH:28]=[CH:29][CH:30]=[C:22]([N+:19]([O-:21])=[O:20])[CH:23]=1)#[N:14].